This data is from Forward reaction prediction with 1.9M reactions from USPTO patents (1976-2016). The task is: Predict the product of the given reaction. (1) Given the reactants [F:1][C:2]([F:13])([F:12])[C:3](O[C:3](=O)[C:2]([F:13])([F:12])[F:1])=O.[NH2:14][CH:15]([C:19]([OH:21])=[O:20])[CH:16]([CH3:18])[CH3:17], predict the reaction product. The product is: [CH:16]([C:15]1[C:19](=[O:21])[O:20][CH:3]([C:2]([F:13])([F:12])[F:1])[N:14]=1)([CH3:18])[CH3:17]. (2) Given the reactants Br[C:2]1[CH:3]=[CH:4][C:5]2[C:15]3[N:14]=[CH:13][CH:12]=[CH:11][C:10]=3[CH2:9][O:8][C:6]=2[CH:7]=1.[OH:16][CH2:17][C@H:18]([N:23]1[C:31](=[O:32])[C:30]2[C:25](=[CH:26][CH:27]=[CH:28][CH:29]=2)[C:24]1=[O:33])[CH2:19][CH:20]([CH3:22])[CH3:21].C(P(C(C)(C)C)C1N(C2C(C3C=CC=CC=3)=NN(C3C=CC=CC=3)C=2C2C=CC=CC=2)N=CC=1)(C)(C)C.C([O-])([O-])=O.[Cs+].[Cs+], predict the reaction product. The product is: [CH:12]1[CH:13]=[N:14][CH:15]=[C:10]2[CH2:9][O:8][C:6]3[CH:5]=[C:4]([O:16][CH2:17][C@H:18]([N:23]4[C:24](=[O:33])[C:25]5[C:30](=[CH:29][CH:28]=[CH:27][CH:26]=5)[C:31]4=[O:32])[CH2:19][CH:20]([CH3:22])[CH3:21])[CH:3]=[CH:2][C:7]=3[C:11]=12.